Task: Predict the reactants needed to synthesize the given product.. Dataset: Full USPTO retrosynthesis dataset with 1.9M reactions from patents (1976-2016) (1) Given the product [CH3:48][C:49]1[O:50][C:51]([CH:54]2[CH2:59][CH2:58][N:57]([C:45](=[O:46])/[CH:44]=[CH:43]/[C:33]3[CH:34]=[CH:35][C:36]([O:38][C:39]([F:41])([F:40])[F:42])=[CH:37][C:32]=3[CH2:31][N:29]3[N:28]=[N:27][C:26]([CH3:25])=[N:30]3)[CH2:56][CH2:55]2)=[N:52][N:53]=1, predict the reactants needed to synthesize it. The reactants are: C(P1(=O)OP(CCC)(=O)OP(CCC)(=O)O1)CC.C(OCC)(=O)C.[CH3:25][C:26]1[N:27]=[N:28][N:29]([CH2:31][C:32]2[CH:37]=[C:36]([O:38][C:39]([F:42])([F:41])[F:40])[CH:35]=[CH:34][C:33]=2/[CH:43]=[CH:44]/[C:45](O)=[O:46])[N:30]=1.[CH3:48][C:49]1[O:50][C:51]([CH:54]2[CH2:59][CH2:58][NH:57][CH2:56][CH2:55]2)=[N:52][N:53]=1.C(=O)(O)[O-].[Na+]. (2) Given the product [Cl:18][C:19]1[C:20]([NH:38][C:39](=[O:47])[CH2:40][CH:41]2[CH2:46][CH2:45][CH2:44][CH2:43][CH2:42]2)=[C:21]2[C:26](=[CH:27][CH:28]=1)[N:25]=[C:24]([N:29]1[CH2:33][CH2:32][C@H:31]([S:34]([CH2:35][CH2:36][OH:37])(=[O:10])=[O:48])[CH2:30]1)[CH:23]=[CH:22]2, predict the reactants needed to synthesize it. The reactants are: OO.C1(C)C=CC(S(C2NC=CN=2)(=O)=[O:10])=CC=1.[Cl:18][C:19]1[C:20]([NH:38][C:39](=[O:47])[CH2:40][CH:41]2[CH2:46][CH2:45][CH2:44][CH2:43][CH2:42]2)=[C:21]2[C:26](=[CH:27][CH:28]=1)[N:25]=[C:24]([N:29]1[CH2:33][CH2:32][C@H:31]([S:34][CH2:35][CH2:36][OH:37])[CH2:30]1)[CH:23]=[CH:22]2.[OH-:48].[Na+].S(S([O-])=O)([O-])(=O)=O.[Na+].[Na+].